From a dataset of Reaction yield outcomes from USPTO patents with 853,638 reactions. Predict the reaction yield, written as a fraction of the theoretical maximum amount of product (1.0 means a 100% yield; for example, 0.34 means a 34% yield). (1) The reactants are [Cl:1][C:2]1[N:10]([CH2:11][CH:12]=[CH2:13])[C:9]2[C:8](=[O:14])[NH:7][C:6](=[O:15])[N:5]([CH2:16][O:17][CH2:18][CH2:19][O:20][CH3:21])[C:4]=2[N:3]=1.[C:22](=O)([O-])[O-].[Na+].[Na+].CI. The catalyst is CN(C=O)C. The product is [Cl:1][C:2]1[N:10]([CH2:11][CH:12]=[CH2:13])[C:9]2[C:8](=[O:14])[N:7]([CH3:22])[C:6](=[O:15])[N:5]([CH2:16][O:17][CH2:18][CH2:19][O:20][CH3:21])[C:4]=2[N:3]=1. The yield is 0.850. (2) The reactants are [C:1]([O:9]CC)(=[O:8])[CH2:2][C:3]([O:5]CC)=[O:4].C[O-].[Na+].Br[CH2:16][CH:17]1[CH2:21][CH2:20][CH2:19][CH2:18]1.[OH-].[Na+]. The catalyst is O.CO. The product is [CH:17]1([CH2:16][CH:2]([C:3]([OH:5])=[O:4])[C:1]([OH:9])=[O:8])[CH2:21][CH2:20][CH2:19][CH2:18]1. The yield is 0.590. (3) The reactants are [C:1]1([C:7]2[C:22]([C:23]3[CH:28]=[CH:27][C:26]([C:29]4([NH:33]C(=O)OC(C)(C)C)[CH2:32][CH2:31][CH2:30]4)=[CH:25][CH:24]=3)=[N:21][C:10]3[O:11][CH2:12][C:13]4[N:14]([C:15]([CH2:18][CH2:19][CH3:20])=[N:16][N:17]=4)[C:9]=3[CH:8]=2)[CH:6]=[CH:5][CH:4]=[CH:3][CH:2]=1. The catalyst is C(O)(C(F)(F)F)=O. The product is [C:1]1([C:7]2[C:22]([C:23]3[CH:24]=[CH:25][C:26]([C:29]4([NH2:33])[CH2:32][CH2:31][CH2:30]4)=[CH:27][CH:28]=3)=[N:21][C:10]3[O:11][CH2:12][C:13]4[N:14]([C:15]([CH2:18][CH2:19][CH3:20])=[N:16][N:17]=4)[C:9]=3[CH:8]=2)[CH:6]=[CH:5][CH:4]=[CH:3][CH:2]=1. The yield is 0.300. (4) The reactants are Br[C:2]1[C:3]([OH:16])=[C:4]2[C:9](=[CH:10][CH:11]=1)[N:8]([C:12](=[O:14])[CH3:13])[C@@H:7]([CH3:15])[CH2:6][CH2:5]2.CC1(C)C(C)(C)OB([C:25]2[CH:26]=[N:27][N:28]([CH:30]3[CH2:35][CH2:34][N:33]([C:36]([O:38][C:39]([CH3:42])([CH3:41])[CH3:40])=[O:37])[CH2:32][CH2:31]3)[CH:29]=2)O1.P([O-])([O-])([O-])=O.[K+].[K+].[K+]. The catalyst is CC(C1C=C(C(C)C)C(C2C=CC=C(P(C3CCCCC3)C3CCCCC3)C=2)=C(C(C)C)C=1)C.C1C=[C-]C(C2C(N)=CC=CC=2)=CC=1.Cl[Pd+].O1CCOCC1.O. The product is [C:12]([N:8]1[C:9]2[C:4](=[C:3]([OH:16])[C:2]([C:25]3[CH:26]=[N:27][N:28]([CH:30]4[CH2:31][CH2:32][N:33]([C:36]([O:38][C:39]([CH3:42])([CH3:41])[CH3:40])=[O:37])[CH2:34][CH2:35]4)[CH:29]=3)=[CH:11][CH:10]=2)[CH2:5][CH2:6][C@@H:7]1[CH3:15])(=[O:14])[CH3:13]. The yield is 0.210.